Dataset: Catalyst prediction with 721,799 reactions and 888 catalyst types from USPTO. Task: Predict which catalyst facilitates the given reaction. (1) Reactant: [CH3:1][C:2]1[CH:3]=[C:4]([N:9]2[C:13]3[CH:14]=[CH:15][CH:16]=[C:17]([C:18]#[N:19])[C:12]=3[N:11]=[CH:10]2)[CH:5]=[C:6]([CH3:8])[CH:7]=1.[F:20][C:21]([F:28])([F:27])[S:22]([O:25]C)(=[O:24])=[O:23]. Product: [F:20][C:21]([F:28])([F:27])[S:22]([O-:25])(=[O:24])=[O:23].[C:18]([C:17]1[C:12]2[N+:11]([CH3:21])=[CH:10][N:9]([C:4]3[CH:5]=[C:6]([CH3:8])[CH:7]=[C:2]([CH3:1])[CH:3]=3)[C:13]=2[CH:14]=[CH:15][CH:16]=1)#[N:19]. The catalyst class is: 2. (2) Reactant: [CH3:1][C:2]1[CH:6]=[C:5]([CH2:7][N:8]2[CH2:13][CH2:12][NH:11][CH2:10][CH2:9]2)[N:4]([CH:14]([CH3:16])[CH3:15])[N:3]=1.[C:17](=O)([O:26]N1C(=O)CCC1=O)[O:18][N:19]1[C:23](=[O:24])[CH2:22][CH2:21][C:20]1=[O:25].C(N(CC)CC)C. Product: [CH3:1][C:2]1[CH:6]=[C:5]([CH2:7][N:8]2[CH2:9][CH2:10][N:11]([C:17]([O:18][N:19]3[C:23](=[O:24])[CH2:22][CH2:21][C:20]3=[O:25])=[O:26])[CH2:12][CH2:13]2)[N:4]([CH:14]([CH3:16])[CH3:15])[N:3]=1. The catalyst class is: 23. (3) Reactant: [C:1]([O:5][C:6]([N:8]([C:31]([O:33][C:34]([CH3:37])([CH3:36])[CH3:35])=[O:32])[C:9]1[CH:14]=[C:13]([CH2:15][C@H:16]2[C:19](=[O:20])[N:18]([Si:21]([C:24]([CH3:27])([CH3:26])[CH3:25])([CH3:23])[CH3:22])[C@@H:17]2[C:28](O)=[O:29])[CH:12]=[CH:11][N:10]=1)=[O:7])([CH3:4])([CH3:3])[CH3:2].Cl.[CH3:39][O:40][C:41]1[CH:46]=[C:45]([O:47][CH3:48])[CH:44]=[C:43]([O:49][CH3:50])[C:42]=1[CH2:51][NH2:52].F[P-](F)(F)(F)(F)F.C[N+](C)=C(N(C)C)ON1C2N=CC=CC=2N=N1.C(N(CC)C(C)C)(C)C. Product: [C:34]([O:33][C:31]([N:8]([C:9]1[CH:14]=[C:13]([CH2:15][C@@H:16]2[C@@H:17]([C:28](=[O:29])[NH:52][CH2:51][C:42]3[C:43]([O:49][CH3:50])=[CH:44][C:45]([O:47][CH3:48])=[CH:46][C:41]=3[O:40][CH3:39])[N:18]([Si:21]([C:24]([CH3:25])([CH3:26])[CH3:27])([CH3:22])[CH3:23])[C:19]2=[O:20])[CH:12]=[CH:11][N:10]=1)[C:6]([O:5][C:1]([CH3:2])([CH3:4])[CH3:3])=[O:7])=[O:32])([CH3:37])([CH3:35])[CH3:36]. The catalyst class is: 9. (4) Reactant: [H-].[Na+].[CH3:3][O:4][C:5]([CH2:7]P(OC)(OC)=O)=[O:6].[Si:14]([O:31][CH2:32][C@@H:33]([N:36]1[C@H:41]([C:42]2[CH:47]=[CH:46][C:45]([Cl:48])=[CH:44][CH:43]=2)[C@@H:40]([C:49]2[CH:54]=[CH:53][CH:52]=[C:51]([Cl:55])[CH:50]=2)[CH2:39][C@:38]([CH3:58])([CH:56]=O)[C:37]1=[O:59])[CH2:34][CH3:35])([C:27]([CH3:30])([CH3:29])[CH3:28])([C:21]1[CH:26]=[CH:25][CH:24]=[CH:23][CH:22]=1)[C:15]1[CH:20]=[CH:19][CH:18]=[CH:17][CH:16]=1. Product: [Si:14]([O:31][CH2:32][C@@H:33]([N:36]1[C@H:41]([C:42]2[CH:43]=[CH:44][C:45]([Cl:48])=[CH:46][CH:47]=2)[C@@H:40]([C:49]2[CH:54]=[CH:53][CH:52]=[C:51]([Cl:55])[CH:50]=2)[CH2:39][C@@:38](/[CH:58]=[CH:7]/[C:5]([O:4][CH3:3])=[O:6])([CH3:56])[C:37]1=[O:59])[CH2:34][CH3:35])([C:27]([CH3:30])([CH3:29])[CH3:28])([C:15]1[CH:20]=[CH:19][CH:18]=[CH:17][CH:16]=1)[C:21]1[CH:26]=[CH:25][CH:24]=[CH:23][CH:22]=1. The catalyst class is: 1. (5) Reactant: [F:1][C:2]1[CH:30]=[CH:29][CH:28]=[CH:27][C:3]=1[O:4][C:5]1[CH:10]=[CH:9][C:8]([C:11]2[C:19]3[C:14](=[N:15][CH:16]=[N:17][C:18]=3[NH2:20])[N:13]([CH2:21][C@H:22]3[CH2:26][CH2:25][CH2:24][NH:23]3)[N:12]=2)=[CH:7][CH:6]=1.N1(C(N2C=CN=C2)=O)C=CN=C1.[C:43]([CH2:45][C:46](O)=[O:47])#[N:44]. Product: [NH2:20][C:18]1[N:17]=[CH:16][N:15]=[C:14]2[N:13]([CH2:21][C@H:22]3[CH2:26][CH2:25][CH2:24][N:23]3[C:46](=[O:47])[CH2:45][C:43]#[N:44])[N:12]=[C:11]([C:8]3[CH:7]=[CH:6][C:5]([O:4][C:3]4[CH:27]=[CH:28][CH:29]=[CH:30][C:2]=4[F:1])=[CH:10][CH:9]=3)[C:19]=12. The catalyst class is: 4.